Dataset: Full USPTO retrosynthesis dataset with 1.9M reactions from patents (1976-2016). Task: Predict the reactants needed to synthesize the given product. (1) Given the product [CH:1]1([CH2:7][CH2:8][CH2:9][C@@H:10]([C:19]2[O:23][N:22]=[C:21]([CH2:24][NH:44][CH:41]3[CH2:42][CH2:43][CH:38]([O:37][CH3:36])[CH2:39][CH2:40]3)[N:20]=2)[CH2:11][C:12]([O:14][C:15]([CH3:18])([CH3:16])[CH3:17])=[O:13])[CH2:6][CH2:5][CH2:4][CH2:3][CH2:2]1, predict the reactants needed to synthesize it. The reactants are: [CH:1]1([CH2:7][CH2:8][CH2:9][C@@H:10]([C:19]2[O:23][N:22]=[C:21]([CH2:24]OS(C3C=CC(C)=CC=3)(=O)=O)[N:20]=2)[CH2:11][C:12]([O:14][C:15]([CH3:18])([CH3:17])[CH3:16])=[O:13])[CH2:6][CH2:5][CH2:4][CH2:3][CH2:2]1.[CH3:36][O:37][C@H:38]1[CH2:43][CH2:42][C@H:41]([NH2:44])[CH2:40][CH2:39]1.Cl. (2) The reactants are: [NH2:1][CH2:2][C:3]1[CH:11]=[CH:10][C:6]([C:7]([OH:9])=[O:8])=[CH:5][CH:4]=1.[CH3:12][C:13]([O:16][C:17](O[C:17]([O:16][C:13]([CH3:15])([CH3:14])[CH3:12])=[O:18])=[O:18])([CH3:15])[CH3:14].C([O-])(O)=O.[Na+]. Given the product [C:13]([O:16][C:17]([NH:1][CH2:2][C:3]1[CH:4]=[CH:5][C:6]([C:7]([OH:9])=[O:8])=[CH:10][CH:11]=1)=[O:18])([CH3:15])([CH3:14])[CH3:12], predict the reactants needed to synthesize it. (3) Given the product [CH:16]([C:13]1[CH:14]=[CH:15][C:10]([C:9]([O:8][CH3:7])=[O:18])=[CH:11][CH:12]=1)=[CH2:1], predict the reactants needed to synthesize it. The reactants are: [CH3:1]C(C)([O-])C.[K+].[CH3:7][O:8][C:9](=[O:18])[C:10]1[CH:15]=[CH:14][C:13]([CH:16]=O)=[CH:12][CH:11]=1.CCCCCC. (4) Given the product [C:26]([O:30][C:31]([N:33]1[CH2:38][CH2:37][N:36]2[C:39]([CH2:42][CH3:43])=[N:40][CH:41]=[C:35]2[CH:34]1[CH2:44][CH2:45][C:46]1[CH:51]=[CH:50][C:49]([C:1]#[N:2])=[CH:48][CH:47]=1)=[O:32])([CH3:29])([CH3:28])[CH3:27], predict the reactants needed to synthesize it. The reactants are: [C-:1]#[N:2].[K+].[OH-].[Ca+2].[OH-].C1(P(C2C=CC=CC=2)C2C=CC=CC=2)C=CC=CC=1.[C:26]([O:30][C:31]([N:33]1[CH2:38][CH2:37][N:36]2[C:39]([CH2:42][CH3:43])=[N:40][CH:41]=[C:35]2[CH:34]1[CH2:44][CH2:45][C:46]1[CH:51]=[CH:50][C:49](Br)=[CH:48][CH:47]=1)=[O:32])([CH3:29])([CH3:28])[CH3:27]. (5) Given the product [NH:1]1[C:9]2[C:4](=[CH:5][C:6]([N:10]3[C:15]4([CH2:20][CH2:19][CH2:18][CH2:17][CH2:16]4)[CH2:14][NH:13][CH2:12][CH2:11]3)=[CH:7][CH:8]=2)[CH:3]=[N:2]1, predict the reactants needed to synthesize it. The reactants are: [NH:1]1[C:9]2[C:4](=[CH:5][C:6]([N:10]3[C:15]4([CH2:20][CH2:19][CH2:18][CH2:17][CH2:16]4)[CH2:14][NH:13][CH2:12][C:11]3=O)=[CH:7][CH:8]=2)[CH:3]=[N:2]1.[H-].[H-].[H-].[H-].[Li+].[Al+3]. (6) Given the product [CH:19]1[C:28]2[C:23](=[C:24]([CH:15]([CH3:16])[C:14]([NH:9][CH2:8][C:7]3[CH:10]=[CH:11][C:4]([S:3][C:2]([F:12])([F:1])[F:13])=[CH:5][CH:6]=3)=[O:18])[CH:25]=[CH:26][CH:27]=2)[CH:22]=[CH:21][N:20]=1, predict the reactants needed to synthesize it. The reactants are: [F:1][C:2]([F:13])([F:12])[S:3][C:4]1[CH:11]=[CH:10][C:7]([CH2:8][NH2:9])=[CH:6][CH:5]=1.[C:14]([OH:18])(=O)[CH2:15][CH3:16].[CH:19]1[C:28]2[C:23](=[C:24](CC(O)=O)[CH:25]=[CH:26][CH:27]=2)[CH:22]=[CH:21][N:20]=1.